The task is: Predict the product of the given reaction.. This data is from Forward reaction prediction with 1.9M reactions from USPTO patents (1976-2016). (1) Given the reactants COC1C=CC(C[N:8](CC2C=CC(OC)=CC=2)[C:9]2[N:14]=[C:13]([C:15]3[C:16]([NH:31][C:32]4[CH:33]=[N:34][C:35]([O:38][CH3:39])=[CH:36][CH:37]=4)=[N:17][CH:18]=[C:19]([CH:21]([N:23]4[CH2:26][CH:25]([S:27]([CH3:30])(=[O:29])=[O:28])[CH2:24]4)[CH3:22])[CH:20]=3)[N:12]=[C:11]([CH3:40])[N:10]=2)=CC=1.FC(F)(F)S(O)(=O)=O.[C:60]([OH:66])([C:62]([F:65])([F:64])[F:63])=[O:61], predict the reaction product. The product is: [F:63][C:62]([F:65])([F:64])[C:60]([OH:66])=[O:61].[CH3:39][O:38][C:35]1[N:34]=[CH:33][C:32]([NH:31][C:16]2[C:15]([C:13]3[N:12]=[C:11]([CH3:40])[N:10]=[C:9]([NH2:8])[N:14]=3)=[CH:20][C:19]([CH:21]([N:23]3[CH2:24][CH:25]([S:27]([CH3:30])(=[O:29])=[O:28])[CH2:26]3)[CH3:22])=[CH:18][N:17]=2)=[CH:37][CH:36]=1. (2) Given the reactants C([O-])([O-])=O.[Na+].[Na+].[NH2:7][C:8]1[N:9]=[C:10]([C:25]2[CH:30]=[CH:29][CH:28]=[CH:27][CH:26]=2)[C:11]([C:15]2[CH:16]=[CH:17][C:18](=[O:24])[N:19]([CH:21]([CH3:23])[CH3:22])[N:20]=2)=[N:12][C:13]=1Br.[C:31]1(B(O)O)[CH:36]=[CH:35][CH:34]=[CH:33][CH:32]=1, predict the reaction product. The product is: [NH2:7][C:8]1[N:9]=[C:10]([C:25]2[CH:30]=[CH:29][CH:28]=[CH:27][CH:26]=2)[C:11]([C:15]2[CH:16]=[CH:17][C:18](=[O:24])[N:19]([CH:21]([CH3:23])[CH3:22])[N:20]=2)=[N:12][C:13]=1[C:31]1[CH:36]=[CH:35][CH:34]=[CH:33][CH:32]=1. (3) Given the reactants C(S([O-])(=O)=O)(F)(F)F.C(S([O-])(=O)=O)(F)(F)F.C(S([O-])(=O)=O)(F)(F)F.[Yb+3].[C:26]([O:30][C:31](=[O:43])[NH:32][CH2:33][C:34]1[CH:39]=[C:38]([NH2:40])[CH:37]=[CH:36][C:35]=1[C:41]#[N:42])([CH3:29])([CH3:28])[CH3:27].[F:44][C:45]1[CH:52]=[C:51]([O:53][CH3:54])[C:50]([O:55][CH3:56])=[CH:49][C:46]=1[CH:47]=O.C[Si]([C:61]#[N:62])(C)C, predict the reaction product. The product is: [C:26]([O:30][C:31](=[O:43])[NH:32][CH2:33][C:34]1[CH:39]=[C:38]([NH:40][CH:47]([C:61]#[N:62])[C:46]2[CH:49]=[C:50]([O:55][CH3:56])[C:51]([O:53][CH3:54])=[CH:52][C:45]=2[F:44])[CH:37]=[CH:36][C:35]=1[C:41]#[N:42])([CH3:29])([CH3:27])[CH3:28]. (4) Given the reactants [Br:1][C:2]1[C:3](=[O:14])[O:4][C:5]2[C:10]([C:11]=1[CH3:12])=[CH:9][C:8]([OH:13])=[CH:7][CH:6]=2.C1(C)C=CC(S([O-])(=O)=O)=CC=1.[NH+]1C=CC=CC=1.[O:32]1[CH:37]=[CH:36][CH2:35][CH2:34][CH2:33]1, predict the reaction product. The product is: [Br:1][C:2]1[C:3](=[O:14])[O:4][C:5]2[C:10]([C:11]=1[CH3:12])=[CH:9][C:8]([O:13][CH:33]1[CH2:34][CH2:35][CH2:36][CH2:37][O:32]1)=[CH:7][CH:6]=2.